This data is from Catalyst prediction with 721,799 reactions and 888 catalyst types from USPTO. The task is: Predict which catalyst facilitates the given reaction. (1) Reactant: [CH3:1][C:2]1[N:3]([CH2:15][CH2:16][CH2:17][CH2:18][CH2:19][C:20]([O:22]CC)=[O:21])[C:4]2[CH2:5][C:6]([CH3:14])([CH3:13])[CH2:7][C:8](=[O:12])[C:9]=2[C:10]=1[CH3:11]. Product: [CH3:1][C:2]1[N:3]([CH2:15][CH2:16][CH2:17][CH2:18][CH2:19][C:20]([OH:22])=[O:21])[C:4]2[CH2:5][C:6]([CH3:14])([CH3:13])[CH2:7][C:8](=[O:12])[C:9]=2[C:10]=1[CH3:11]. The catalyst class is: 24. (2) Reactant: [Br:1][C:2]1[CH:3]=[C:4]2[C:22](=[CH:23][CH:24]=1)[C:7]1=[CH:8][C:9]3[C:10](=O)[C:11]4[CH:12]=[CH:13][CH:14]=[CH:15][C:16]=4[C:17](=O)[C:18]=3[CH:19]=[C:6]1[C:5]2([CH3:26])[CH3:25].I.O.II. Product: [Br:1][C:2]1[CH:3]=[C:4]2[C:22](=[CH:23][CH:24]=1)[C:7]1=[CH:8][C:9]3[CH:10]=[C:11]4[C:16](=[CH:17][C:18]=3[CH:19]=[C:6]1[C:5]2([CH3:26])[CH3:25])[CH:15]=[CH:14][CH:13]=[CH:12]4. The catalyst class is: 15.